Dataset: Reaction yield outcomes from USPTO patents with 853,638 reactions. Task: Predict the reaction yield, written as a fraction of the theoretical maximum amount of product (1.0 means a 100% yield; for example, 0.34 means a 34% yield). (1) The reactants are C([N-]C(C)C)(C)C.[Li+].[Cl:9][C:10]1[CH:15]=[N:14][CH:13]=[C:12]([Cl:16])[N:11]=1.[C:17](=[O:19])=[O:18]. The catalyst is C1COCC1. The product is [Cl:9][C:10]1[C:15]([C:17]([OH:19])=[O:18])=[N:14][CH:13]=[C:12]([Cl:16])[N:11]=1. The yield is 0.220. (2) The reactants are CS([C:5]1[N:10]=[C:9]([C:11]2[N:15]3[CH:16]=[CH:17][N:18]=[C:19]([N:20]4[CH2:25][CH2:24][N:23]([CH3:26])[CH2:22][CH2:21]4)[C:14]3=[N:13][CH:12]=2)[CH:8]=[CH:7][N:6]=1)(=O)=O.[S:27]1[CH:31]=[CH:30][C:29]([CH2:32][NH2:33])=[CH:28]1. No catalyst specified. The product is [CH3:26][N:23]1[CH2:24][CH2:25][N:20]([C:19]2[C:14]3[N:15]([C:11]([C:9]4[CH:8]=[CH:7][N:6]=[C:5]([NH:33][CH2:32][C:29]5[CH:30]=[CH:31][S:27][CH:28]=5)[N:10]=4)=[CH:12][N:13]=3)[CH:16]=[CH:17][N:18]=2)[CH2:21][CH2:22]1. The yield is 0.528. (3) The reactants are [N:1]1[C:6]2[NH:7][CH:8]=[CH:9][C:5]=2[C:4]([C:10]2[CH:11]=[C:12]([CH:15]=[O:16])[O:13][CH:14]=2)=[N:3][CH:2]=1.P([O-])(O)(O)=[O:18].[Na+].Cl([O-])=O.[Na+]. The catalyst is CS(C)=O.O. The product is [N:1]1[C:6]2[NH:7][CH:8]=[CH:9][C:5]=2[C:4]([C:10]2[CH:11]=[C:12]([C:15]([OH:18])=[O:16])[O:13][CH:14]=2)=[N:3][CH:2]=1. The yield is 0.646. (4) The reactants are [Cl:1][C:2]1[CH:3]=[CH:4][C:5]2[S:9][C:8]([CH3:10])=[CH:7][C:6]=2[CH:11]=1.C1C(=O)N([Br:19])C(=O)C1.C(OOC(=O)C1C=CC=CC=1)(=O)C1C=CC=CC=1. The catalyst is C(Cl)(Cl)(Cl)Cl. The product is [Br:19][CH2:10][C:8]1[S:9][C:5]2[CH:4]=[CH:3][C:2]([Cl:1])=[CH:11][C:6]=2[CH:7]=1. The yield is 0.970. (5) The reactants are C([O:4][CH2:5][CH2:6][CH:7]1[C:11]2[CH:12]=[C:13]([C:16]3[C:24]4[C:19](=[CH:20][C:21]([F:25])=[CH:22][CH:23]=4)[NH:18][CH:17]=3)[CH:14]=[CH:15][C:10]=2[S:9](=[O:27])(=[O:26])[NH:8]1)(=O)C.O[Li].O. The catalyst is C1COCC1.O. The product is [F:25][C:21]1[CH:20]=[C:19]2[C:24]([C:16]([C:13]3[CH:14]=[CH:15][C:10]4[S:9](=[O:27])(=[O:26])[NH:8][CH:7]([CH2:6][CH2:5][OH:4])[C:11]=4[CH:12]=3)=[CH:17][NH:18]2)=[CH:23][CH:22]=1. The yield is 0.760. (6) The reactants are Cl[C:2]1[N:7]2[N:8]=[CH:9][CH:10]=[C:6]2[N:5]=[C:4]([S:11][CH3:12])[N:3]=1.[CH:13]1([NH2:16])[CH2:15][CH2:14]1.O. The catalyst is CN1C(=O)CCC1. The product is [CH:13]1([NH:16][C:2]2[N:7]3[N:8]=[CH:9][CH:10]=[C:6]3[N:5]=[C:4]([S:11][CH3:12])[N:3]=2)[CH2:15][CH2:14]1. The yield is 0.790.